From a dataset of Forward reaction prediction with 1.9M reactions from USPTO patents (1976-2016). Predict the product of the given reaction. (1) Given the reactants [CH3:1][C:2]1[CH:22]=[C:21]([CH3:23])[CH:20]=[CH:19][C:3]=1[O:4][C:5]1[C:14]2[C:9](=[CH:10][C:11]([O:17][CH3:18])=[C:12]([O:15][CH3:16])[CH:13]=2)[N:8]=[CH:7][CH:6]=1.[ClH:24].CO, predict the reaction product. The product is: [ClH:24].[CH3:16][O:15][C:12]1[CH:13]=[C:14]2[C:9](=[CH:10][C:11]=1[O:17][CH3:18])[N:8]=[CH:7][CH:6]=[C:5]2[O:4][C:3]1[CH:19]=[CH:20][C:21]([CH3:23])=[CH:22][C:2]=1[CH3:1]. (2) Given the reactants [N+:1]([C:4]1[CH:18]=[CH:17][C:7]2=[C:8]3[C:13](=[C:14]([NH2:16])[N:15]=[C:6]2[CH:5]=1)[N:12]=[CH:11][CH:10]=[CH:9]3)([O-])=O, predict the reaction product. The product is: [CH:9]1[C:8]2[C:13](=[C:14]([NH2:16])[N:15]=[C:6]3[CH:5]=[C:4]([NH2:1])[CH:18]=[CH:17][C:7]3=2)[N:12]=[CH:11][CH:10]=1. (3) Given the reactants [C:1]([C:4]1([NH:10][S:11]([CH2:14][C:15]2[CH:20]=[CH:19][C:18]([Cl:21])=[CH:17][CH:16]=2)(=[O:13])=[O:12])[CH2:9][CH2:8][CH2:7][CH2:6][CH2:5]1)(=O)[CH3:2].[H-].[Na+].I[CH3:25], predict the reaction product. The product is: [Cl:21][C:18]1[CH:19]=[CH:20][C:15]([C:14]2[S:11](=[O:13])(=[O:12])[N:10]([CH3:25])[C:4]3([CH2:9][CH2:8][CH2:7][CH2:6][CH2:5]3)[C:1]=2[CH3:2])=[CH:16][CH:17]=1. (4) The product is: [C:30]([C:34]1[CH:35]=[CH:36][C:37]([CH2:38][N:13]2[C:14]3[C:19](=[CH:18][CH:17]=[CH:16][CH:15]=3)[C:20]([CH2:21][CH2:22][CH2:23][CH2:24][CH3:25])=[C:12]2[C:8]2[CH:7]=[C:6]3[C:11](=[CH:10][CH:9]=2)[C:2]([Br:1])=[C:3]([O:26][CH2:27][C:28]#[N:29])[CH:4]=[CH:5]3)=[CH:40][CH:41]=1)([CH3:33])([CH3:31])[CH3:32]. Given the reactants [Br:1][C:2]1[C:11]2[C:6](=[CH:7][C:8]([C:12]3[NH:13][C:14]4[C:19]([C:20]=3[CH2:21][CH2:22][CH2:23][CH2:24][CH3:25])=[CH:18][CH:17]=[CH:16][CH:15]=4)=[CH:9][CH:10]=2)[CH:5]=[CH:4][C:3]=1[O:26][CH2:27][C:28]#[N:29].[C:30]([C:34]1[CH:41]=[CH:40][C:37]([CH2:38]Br)=[CH:36][CH:35]=1)([CH3:33])([CH3:32])[CH3:31], predict the reaction product. (5) Given the reactants Cl[CH2:2][C:3]1[C:12]([C:13]2[CH:18]=[CH:17][CH:16]=[CH:15][C:14]=2[O:19][CH3:20])=[CH:11][CH:10]=[C:9]2[C:4]=1[C:5]([CH3:23])=[CH:6][C:7]([CH3:22])([CH3:21])[NH:8]2.[C:24]1([SH:30])[CH:29]=[CH:28][CH:27]=[CH:26][CH:25]=1.C(=O)([O-])[O-].[K+].[K+], predict the reaction product. The product is: [CH3:20][O:19][C:14]1[CH:15]=[CH:16][CH:17]=[CH:18][C:13]=1[C:12]1[C:3]([CH2:2][S:30][C:24]2[CH:29]=[CH:28][CH:27]=[CH:26][CH:25]=2)=[C:4]2[C:9](=[CH:10][CH:11]=1)[NH:8][C:7]([CH3:22])([CH3:21])[CH:6]=[C:5]2[CH3:23].